The task is: Regression. Given two drug SMILES strings and cell line genomic features, predict the synergy score measuring deviation from expected non-interaction effect.. This data is from NCI-60 drug combinations with 297,098 pairs across 59 cell lines. (1) Drug 1: CCC1(CC2CC(C3=C(CCN(C2)C1)C4=CC=CC=C4N3)(C5=C(C=C6C(=C5)C78CCN9C7C(C=CC9)(C(C(C8N6C)(C(=O)OC)O)OC(=O)C)CC)OC)C(=O)OC)O.OS(=O)(=O)O. Drug 2: C(CN)CNCCSP(=O)(O)O. Cell line: CCRF-CEM. Synergy scores: CSS=-3.58, Synergy_ZIP=4.17, Synergy_Bliss=1.56, Synergy_Loewe=-3.37, Synergy_HSA=-3.59. (2) Drug 1: CCC1=CC2CC(C3=C(CN(C2)C1)C4=CC=CC=C4N3)(C5=C(C=C6C(=C5)C78CCN9C7C(C=CC9)(C(C(C8N6C)(C(=O)OC)O)OC(=O)C)CC)OC)C(=O)OC. Drug 2: C1CC(CNC1)C2=CC=C(C=C2)N3C=C4C=CC=C(C4=N3)C(=O)N. Cell line: HCT116. Synergy scores: CSS=55.2, Synergy_ZIP=0.442, Synergy_Bliss=-1.73, Synergy_Loewe=-3.12, Synergy_HSA=1.08. (3) Drug 1: C1=C(C(=O)NC(=O)N1)N(CCCl)CCCl. Drug 2: CN(C(=O)NC(C=O)C(C(C(CO)O)O)O)N=O. Cell line: TK-10. Synergy scores: CSS=1.64, Synergy_ZIP=-5.22, Synergy_Bliss=-8.43, Synergy_Loewe=-14.5, Synergy_HSA=-7.54.